This data is from Catalyst prediction with 721,799 reactions and 888 catalyst types from USPTO. The task is: Predict which catalyst facilitates the given reaction. (1) Reactant: [F:1][C@@H:2]1[CH2:7][CH2:6][N:5]([C:8]([O:10][C:11]([CH3:14])([CH3:13])[CH3:12])=[O:9])[CH2:4][C@H:3]1OS(C1C=CC(C)=CC=1)(=O)=O.[N-:26]=[N+:27]=[N-:28].[Na+].CCOCC. Product: [N:26]([C@H:3]1[C@@H:2]([F:1])[CH2:7][CH2:6][N:5]([C:8]([O:10][C:11]([CH3:14])([CH3:13])[CH3:12])=[O:9])[CH2:4]1)=[N+:27]=[N-:28]. The catalyst class is: 3. (2) Reactant: [C:1]1([N:7]([C:48]2[CH:53]=[CH:52][CH:51]=[CH:50][CH:49]=2)[C:8]([C:10]2[C:18]3[C:13](=[CH:14][C:15]([O:19][CH3:20])=[CH:16][CH:17]=3)[N:12]([C:21]3[CH:47]=[CH:46][CH:45]=[CH:44][C:22]=3[C:23]([N:25]3[C@H:34]([CH2:35][NH:36]C(=O)OC(C)(C)C)[CH2:33][C:32]4[C:27](=[CH:28][CH:29]=[CH:30][CH:31]=4)[CH2:26]3)=[O:24])[N:11]=2)=[O:9])[CH:6]=[CH:5][CH:4]=[CH:3][CH:2]=1.[OH-].[Na+]. Product: [NH2:36][CH2:35][C@@H:34]1[CH2:33][C:32]2[C:27](=[CH:28][CH:29]=[CH:30][CH:31]=2)[CH2:26][N:25]1[C:23]([C:22]1[CH:44]=[CH:45][CH:46]=[CH:47][C:21]=1[N:12]1[C:13]2[C:18](=[CH:17][CH:16]=[C:15]([O:19][CH3:20])[CH:14]=2)[C:10]([C:8]([N:7]([C:48]2[CH:53]=[CH:52][CH:51]=[CH:50][CH:49]=2)[C:1]2[CH:6]=[CH:5][CH:4]=[CH:3][CH:2]=2)=[O:9])=[N:11]1)=[O:24]. The catalyst class is: 89. (3) Reactant: [Cl:1][C:2]1[CH:3]=[N+:4]([O-:44])[CH:5]=[C:6]([Cl:43])[C:7]=1[CH2:8][C@@H:9]([C:28]1[CH:33]=[CH:32][C:31]([O:34][CH:35]([F:37])[F:36])=[C:30]([O:38][CH2:39][CH:40]2[CH2:42][CH2:41]2)[CH:29]=1)[O:10][C:11](=[O:27])[CH2:12][NH:13][S:14]([C:17]1[CH:22]=[CH:21][C:20]([O:23][CH3:24])=[C:19]([O:25][CH3:26])[CH:18]=1)(=[O:16])=[O:15].Cl[CH2:46][CH2:47][N:48]1[CH2:53][CH2:52][O:51][CH2:50][CH2:49]1.C([O-])([O-])=O.[K+].[K+]. Product: [Cl:1][C:2]1[CH:3]=[N+:4]([O-:44])[CH:5]=[C:6]([Cl:43])[C:7]=1[CH2:8][C@@H:9]([C:28]1[CH:33]=[CH:32][C:31]([O:34][CH:35]([F:36])[F:37])=[C:30]([O:38][CH2:39][CH:40]2[CH2:42][CH2:41]2)[CH:29]=1)[O:10][C:11](=[O:27])[CH2:12][N:13]([CH2:46][CH2:47][N:48]1[CH2:53][CH2:52][O:51][CH2:50][CH2:49]1)[S:14]([C:17]1[CH:22]=[CH:21][C:20]([O:23][CH3:24])=[C:19]([O:25][CH3:26])[CH:18]=1)(=[O:15])=[O:16]. The catalyst class is: 18. (4) Reactant: Br[C:2]1[CH:11]=[CH:10][C:9]([F:12])=[CH:8][C:3]=1[C:4]([O:6][CH3:7])=[O:5].C([Sn](CCCC)(CCCC)[C:18]1[O:19][CH:20]=[CH:21][N:22]=1)CCC. Product: [F:12][C:9]1[CH:10]=[CH:11][C:2]([C:18]2[O:19][CH:20]=[CH:21][N:22]=2)=[C:3]([CH:8]=1)[C:4]([O:6][CH3:7])=[O:5]. The catalyst class is: 398. (5) The catalyst class is: 1. Reactant: [CH3:1][S:2]([NH:5][C:6]1[CH:14]=[CH:13][CH:12]=[C:11]2[C:7]=1[CH:8]=[N:9][N:10]2[C:15]([C:22]1[CH:27]=[CH:26][C:25]([C:28]([F:31])([F:30])[F:29])=[CH:24][CH:23]=1)([CH2:20][CH3:21])[C:16]([O:18]C)=[O:17])(=[O:4])=[O:3].[Br-].[Li+].[OH-].Cl. Product: [CH3:1][S:2]([NH:5][C:6]1[CH:14]=[CH:13][CH:12]=[C:11]2[C:7]=1[CH:8]=[N:9][N:10]2[C:15]([C:22]1[CH:23]=[CH:24][C:25]([C:28]([F:30])([F:31])[F:29])=[CH:26][CH:27]=1)([CH2:20][CH3:21])[C:16]([OH:18])=[O:17])(=[O:3])=[O:4]. (6) Reactant: O[CH2:2][C:3]1[CH:4]=[CH:5][C:6]2[C:15]3[NH:14][CH2:13][CH2:12][CH2:11][C:10]=3[C:9](=[O:16])[N:8]([CH2:17][O:18][CH3:19])[C:7]=2[CH:20]=1.S(Cl)(Cl)=O.C(=O)(O)[O-].[Na+].[C-:30]#[N:31].[Na+]. Product: [CH3:19][O:18][CH2:17][N:8]1[C:7]2[CH:20]=[C:3]([CH2:2][C:30]#[N:31])[CH:4]=[CH:5][C:6]=2[C:15]2[NH:14][CH2:13][CH2:12][CH2:11][C:10]=2[C:9]1=[O:16]. The catalyst class is: 4. (7) Reactant: [O:1]=[C:2]1[N:6]([CH2:7][C:8]([OH:10])=O)[C:5]2[CH:11]=[CH:12][CH:13]=[CH:14][C:4]=2[N:3]1[C:15]1[S:16][CH:17]=[CH:18][N:19]=1.[NH2:20][C:21]1[N:26]=[C:25]2[CH2:27][C:28]3([CH2:38][C:24]2=[CH:23][CH:22]=1)[C:36]1[C:31](=[N:32][CH:33]=[CH:34][CH:35]=1)[NH:30][C:29]3=[O:37].C1CN(C(Cl)=[N+]2CCCC2)CC1.F[P-](F)(F)(F)(F)F.C(N(CC)C(C)C)(C)C. Product: [O:37]=[C:29]1[NH:30][C:31]2=[N:32][CH:33]=[CH:34][CH:35]=[C:36]2[C:28]21[CH2:27][C:25]1=[N:26][C:21]([NH:20][C:8](=[O:10])[CH2:7][N:6]3[C:5]4[CH:11]=[CH:12][CH:13]=[CH:14][C:4]=4[N:3]([C:15]4[S:16][CH:17]=[CH:18][N:19]=4)[C:2]3=[O:1])=[CH:22][CH:23]=[C:24]1[CH2:38]2. The catalyst class is: 1.